Dataset: Forward reaction prediction with 1.9M reactions from USPTO patents (1976-2016). Task: Predict the product of the given reaction. Given the reactants ClC1C=C(SCC2[C:20]3[C:15](=[CH:16][CH:17]=[C:18](C4C=CC=CC=4OC)[CH:19]=3)[NH:14]C(C)(C)C=2)C=C(Cl)C=1.Br[CH2:32][C:33]1[C:42]2[C:37](=[CH:38][CH:39]=[C:40]([C:43]3[CH:48]=[CH:47][CH:46]=[CH:45][C:44]=3[O:49][CH3:50])[CH:41]=2)[NH:36][C:35]([CH3:52])([CH3:51])[CH:34]=1.C(=O)([O-])[O-].[K+].[K+].ClC1C=C(S)C=C(Cl)C=1, predict the reaction product. The product is: [CH3:50][O:49][C:44]1[CH:45]=[CH:46][CH:47]=[CH:48][C:43]=1[C:40]1[CH:41]=[C:42]2[C:37](=[CH:38][CH:39]=1)[NH:36][C:35]([CH3:52])([CH3:51])[CH:34]=[C:33]2[CH2:32][NH:14][C:15]1[CH:20]=[CH:19][CH:18]=[CH:17][CH:16]=1.